Dataset: Reaction yield outcomes from USPTO patents with 853,638 reactions. Task: Predict the reaction yield, written as a fraction of the theoretical maximum amount of product (1.0 means a 100% yield; for example, 0.34 means a 34% yield). (1) The reactants are CC(C)(OC([N:7]1[CH2:11][C@@H:10]([N:12]2[CH2:17][CH2:16][N:15]([C:18]3[N:22]([C:23]4[CH:28]=[CH:27][CH:26]=[CH:25][CH:24]=4)[N:21]=[C:20]([CH3:29])[CH:19]=3)[CH2:14][CH2:13]2)[CH2:9][C@H:8]1[C:30]([N:32]1[CH2:36][CH2:35][S:34][CH2:33]1)=[O:31])=O)C.FC(F)(F)C(O)=O. The catalyst is ClCCl. The product is [CH3:29][C:20]1[CH:19]=[C:18]([N:15]2[CH2:16][CH2:17][N:12]([C@@H:10]3[CH2:11][NH:7][C@H:8]([C:30]([N:32]4[CH2:36][CH2:35][S:34][CH2:33]4)=[O:31])[CH2:9]3)[CH2:13][CH2:14]2)[N:22]([C:23]2[CH:28]=[CH:27][CH:26]=[CH:25][CH:24]=2)[N:21]=1. The yield is 0.930. (2) The reactants are [F:1][C:2]([F:14])([F:13])[O:3][C:4]1[CH:12]=[CH:11][C:7]([C:8]([OH:10])=O)=[CH:6][CH:5]=1.CN(C(ON1N=NC2C=CC=NC1=2)=[N+](C)C)C.F[P-](F)(F)(F)(F)F.CCN(C(C)C)C(C)C.[NH2:48][C:49]([CH3:66])([CH2:52][O:53][C:54]1[C:55]([CH3:65])=[CH:56][C:57]2[CH2:61][O:60][B:59]([OH:62])[C:58]=2[C:63]=1[Cl:64])[C:50]#[N:51]. The catalyst is CN(C=O)C. The product is [Cl:64][C:63]1[C:58]2[B:59]([OH:62])[O:60][CH2:61][C:57]=2[CH:56]=[C:55]([CH3:65])[C:54]=1[O:53][CH2:52][C:49]([NH:48][C:8](=[O:10])[C:7]1[CH:6]=[CH:5][C:4]([O:3][C:2]([F:1])([F:14])[F:13])=[CH:12][CH:11]=1)([C:50]#[N:51])[CH3:66]. The yield is 0.190. (3) The reactants are C(O[CH:4](OCC)[CH:5]1[C:14]2([CH2:19][CH2:18][N:17](C(OC(C)(C)C)=O)[CH2:16][CH2:15]2)[O:13][C:12]2[C:7](=[CH:8][CH:9]=[CH:10][CH:11]=2)[C:6]1=O)C.[ClH:31].[NH2:32][N:33](C)[C:34](=O)OC(C)(C)C. No catalyst specified. The product is [ClH:31].[ClH:31].[CH3:34][N:33]1[C:6]2[C:7]3[CH:8]=[CH:9][CH:10]=[CH:11][C:12]=3[O:13][C:14]3([CH2:19][CH2:18][NH:17][CH2:16][CH2:15]3)[C:5]=2[CH:4]=[N:32]1. The yield is 0.780. (4) The reactants are [CH2:1]([NH:5][C:6]([N:8]1[CH2:12][CH2:11][CH:10]([CH2:13][N:14]2[C:22]3[C:17](=[CH:18][C:19]([C:23]4[CH:24]=[N:25][N:26](C5CCCCO5)[CH:27]=4)=[CH:20][CH:21]=3)[CH:16]=[CH:15]2)[CH2:9]1)=[O:7])[CH:2]([CH3:4])[CH3:3].[BH3-]C#N.[Na+].Cl.CO.ClCCl. The catalyst is CCO. The product is [NH:25]1[CH:24]=[C:23]([C:19]2[CH:18]=[C:17]3[C:22](=[CH:21][CH:20]=2)[N:14]([CH2:13][CH:10]2[CH2:11][CH2:12][N:8]([C:6]([NH:5][CH2:1][CH:2]([CH3:4])[CH3:3])=[O:7])[CH2:9]2)[CH2:15][CH2:16]3)[CH:27]=[N:26]1. The yield is 0.470. (5) The yield is 0.100. The product is [Br:3][C:4]1[CH:5]=[C:6]2[C:10](=[CH:11][CH:12]=1)[N:9]([S:26]([C:20]1[CH:25]=[CH:24][CH:23]=[CH:22][CH:21]=1)(=[O:28])=[O:27])[CH:8]=[C:7]2[C:13]1[CH2:14][CH2:15][N:16]([CH3:19])[CH2:17][CH:18]=1. The reactants are [H-].[Na+].[Br:3][C:4]1[CH:5]=[C:6]2[C:10](=[CH:11][CH:12]=1)[NH:9][CH:8]=[C:7]2[C:13]1[CH2:14][CH2:15][N:16]([CH3:19])[CH2:17][CH:18]=1.[C:20]1([S:26](Cl)(=[O:28])=[O:27])[CH:25]=[CH:24][CH:23]=[CH:22][CH:21]=1. The catalyst is CN(C=O)C. (6) The reactants are [NH:1]1[CH:5]=[CH:4][CH:3]=[C:2]1[C:6]1C(=O)[C:9](=[O:12])[C:8]2([CH2:17][CH2:16][CH2:15][CH2:14][CH2:13]2)[N:7]=1.[NH2:18][C@H:19]([CH2:23][OH:24])[CH:20]([CH3:22])[CH3:21].C(OCC)(=[O:27])C. No catalyst specified. The product is [NH:1]1[CH:5]=[CH:4][CH:3]=[C:2]1[C:6]([NH:7][C:8]1([C:9]([NH:18][C@H:19]([CH2:23][OH:24])[CH:20]([CH3:22])[CH3:21])=[O:12])[CH2:13][CH2:14][CH2:15][CH2:16][CH2:17]1)=[O:27]. The yield is 0.764. (7) The reactants are CN(C(ON1N=NC2C=CC=CC1=2)=[N+](C)C)C.F[P-](F)(F)(F)(F)F.[CH3:25][C:26]1[C:31]([O:32][C:33]2[CH:38]=[CH:37][N:36]=[C:35]([NH:39][C:40]3[CH:48]=[CH:47][C:43]([C:44]([O-])=[O:45])=[CH:42][CH:41]=3)[CH:34]=2)=[CH:30][CH:29]=[C:28]([CH3:49])[N:27]=1.[Li+].[N:51]1([CH2:56][CH2:57][NH2:58])[CH:55]=[CH:54][CH:53]=[N:52]1.CCN(CC)CC. The catalyst is CN(C=O)C. The product is [CH3:25][C:26]1[C:31]([O:32][C:33]2[CH:38]=[CH:37][N:36]=[C:35]([NH:39][C:40]3[CH:41]=[CH:42][C:43]([C:44]([NH:58][CH2:57][CH2:56][N:51]4[CH:55]=[CH:54][CH:53]=[N:52]4)=[O:45])=[CH:47][CH:48]=3)[CH:34]=2)=[CH:30][CH:29]=[C:28]([CH3:49])[N:27]=1. The yield is 0.270. (8) The reactants are [O:1]=[C:2]1[N:11]([CH:12]2[CH2:17][CH2:16][N:15]([C:18]([NH:20][C@H:21]([CH2:25][C:26]3[CH:27]=[C:28]4[C:32](=[CH:33][CH:34]=3)[N:31]([S:35]([CH2:38][CH2:39][Si:40]([CH3:43])([CH3:42])[CH3:41])(=[O:37])=[O:36])[N:30]=[CH:29]4)[C:22](O)=[O:23])=[O:19])[CH2:14][CH2:13]2)[CH2:10][C:9]2[C:4](=[CH:5][CH:6]=[CH:7][CH:8]=2)[NH:3]1.C(N(CC)C(C)C)(C)C.[N:53]1([CH:59]2[CH2:64][CH2:63][NH:62][CH2:61][CH2:60]2)[CH2:58][CH2:57][CH2:56][CH2:55][CH2:54]1.C1CN([P+](ON2N=NC3C=CC=CC2=3)(N2CCCC2)N2CCCC2)CC1.F[P-](F)(F)(F)(F)F. The catalyst is C(Cl)Cl. The product is [N:53]1([CH:59]2[CH2:64][CH2:63][N:62]([C:22](=[O:23])[C@H:21]([NH:20][C:18]([N:15]3[CH2:16][CH2:17][CH:12]([N:11]4[CH2:10][C:9]5[C:4](=[CH:5][CH:6]=[CH:7][CH:8]=5)[NH:3][C:2]4=[O:1])[CH2:13][CH2:14]3)=[O:19])[CH2:25][C:26]3[CH:27]=[C:28]4[C:32](=[CH:33][CH:34]=3)[N:31]([S:35]([CH2:38][CH2:39][Si:40]([CH3:43])([CH3:41])[CH3:42])(=[O:36])=[O:37])[N:30]=[CH:29]4)[CH2:61][CH2:60]2)[CH2:58][CH2:57][CH2:56][CH2:55][CH2:54]1. The yield is 0.870. (9) The reactants are [F:1][C:2]1[CH:7]=[CH:6][CH:5]=[CH:4][C:3]=1[C:8]1[N:13]2[N:14]=[C:15]([O:17]S(C3C=CC(C)=CC=3)(=O)=O)[CH:16]=[C:12]2[C:11]([CH3:28])=[N:10][N:9]=1.[OH-].[Na+]. The catalyst is O1CCOCC1.O. The product is [F:1][C:2]1[CH:7]=[CH:6][CH:5]=[CH:4][C:3]=1[C:8]1[N:13]2[N:14]=[C:15]([OH:17])[CH:16]=[C:12]2[C:11]([CH3:28])=[N:10][N:9]=1. The yield is 0.950.